Dataset: NCI-60 drug combinations with 297,098 pairs across 59 cell lines. Task: Regression. Given two drug SMILES strings and cell line genomic features, predict the synergy score measuring deviation from expected non-interaction effect. Drug 2: CC1C(C(CC(O1)OC2CC(CC3=C2C(=C4C(=C3O)C(=O)C5=C(C4=O)C(=CC=C5)OC)O)(C(=O)CO)O)N)O.Cl. Drug 1: CC(C)CN1C=NC2=C1C3=CC=CC=C3N=C2N. Synergy scores: CSS=11.6, Synergy_ZIP=-4.88, Synergy_Bliss=-2.16, Synergy_Loewe=0.112, Synergy_HSA=-0.128. Cell line: NCI/ADR-RES.